Dataset: Forward reaction prediction with 1.9M reactions from USPTO patents (1976-2016). Task: Predict the product of the given reaction. (1) Given the reactants [NH2:1][C:2]1[CH:7]=[CH:6][CH:5]=[CH:4][C:3]=1[C:8]([C:10]1[CH:15]=[CH:14][C:13]([F:16])=[CH:12][CH:11]=1)=[O:9].[N:17]1([CH:26]([NH:30][C:31]([O:33][CH2:34][CH3:35])=[O:32])[C:27](O)=[O:28])[C:21]2[CH:22]=[CH:23][CH:24]=[CH:25][C:20]=2[N:19]=[N:18]1.CCN=C=NCCCN(C)C.CCN(C(C)C)C(C)C, predict the reaction product. The product is: [N:17]1([CH:26]([NH:30][C:31](=[O:32])[O:33][CH2:34][CH3:35])[C:27]([NH:1][C:2]2[CH:7]=[CH:6][CH:5]=[CH:4][C:3]=2[C:8]([C:10]2[CH:15]=[CH:14][C:13]([F:16])=[CH:12][CH:11]=2)=[O:9])=[O:28])[C:21]2[CH:22]=[CH:23][CH:24]=[CH:25][C:20]=2[N:19]=[N:18]1. (2) Given the reactants [CH3:1][C:2]1[C:7]([CH:8]=[O:9])=[CH:6][CH:5]=[CH:4][N:3]=1.N1C2C=CC=CC=2N=C1CN(C1C2N=CC=CC=2CCC1)CC1C=CC(CN)=CC=1.CC(O)=O.[BH-](OC(C)=O)(OC(C)=O)OC(C)=O.[Na+], predict the reaction product. The product is: [CH3:1][C:2]1[C:7]([CH2:8][OH:9])=[CH:6][CH:5]=[CH:4][N:3]=1. (3) The product is: [Cl:27][C:22]1[CH:21]=[C:20]([CH2:19][CH2:18][C:17]([OH:28])=[O:16])[CH:25]=[CH:24][C:23]=1[O:26][CH2:2][C:3]1[C:4]([S:9][CH2:10][CH:11]2[CH2:13][CH2:12]2)=[N:5][CH:6]=[CH:7][CH:8]=1. Given the reactants Cl[CH2:2][C:3]1[C:4]([S:9][CH2:10][CH:11]2[CH2:13][CH2:12]2)=[N:5][CH:6]=[CH:7][CH:8]=1.C([O:16][C:17](=[O:28])[CH2:18][CH2:19][C:20]1[CH:25]=[CH:24][C:23]([OH:26])=[C:22]([Cl:27])[CH:21]=1)C, predict the reaction product. (4) Given the reactants C([O:5][C:6](=[O:46])[CH2:7][NH:8][CH2:9][CH2:10][C:11]1[N:12]=[C:13]([C:39]2[CH:44]=[CH:43][C:42]([CH3:45])=[CH:41][CH:40]=2)[N:14]([CH:16]([C:20]2[N:29]([CH2:30][C:31]3[CH:36]=[CH:35][CH:34]=[CH:33][CH:32]=3)[C:28](=[O:37])[C:27]3[C:22](=[CH:23][C:24]([Cl:38])=[CH:25][CH:26]=3)[N:21]=2)[CH:17]([CH3:19])[CH3:18])[CH:15]=1)(C)(C)C.FC(F)(F)C(O)=O, predict the reaction product. The product is: [CH2:30]([N:29]1[C:28](=[O:37])[C:27]2[C:22](=[CH:23][C:24]([Cl:38])=[CH:25][CH:26]=2)[N:21]=[C:20]1[CH:16]([N:14]1[CH:15]=[C:11]([CH2:10][CH2:9][NH:8][CH2:7][C:6]([OH:46])=[O:5])[N:12]=[C:13]1[C:39]1[CH:40]=[CH:41][C:42]([CH3:45])=[CH:43][CH:44]=1)[CH:17]([CH3:19])[CH3:18])[C:31]1[CH:32]=[CH:33][CH:34]=[CH:35][CH:36]=1.